From a dataset of NCI-60 drug combinations with 297,098 pairs across 59 cell lines. Regression. Given two drug SMILES strings and cell line genomic features, predict the synergy score measuring deviation from expected non-interaction effect. (1) Drug 1: CC=C1C(=O)NC(C(=O)OC2CC(=O)NC(C(=O)NC(CSSCCC=C2)C(=O)N1)C(C)C)C(C)C. Drug 2: C(=O)(N)NO. Cell line: NCIH23. Synergy scores: CSS=28.6, Synergy_ZIP=0.619, Synergy_Bliss=4.97, Synergy_Loewe=-33.2, Synergy_HSA=4.13. (2) Drug 1: CC12CCC(CC1=CCC3C2CCC4(C3CC=C4C5=CN=CC=C5)C)O. Drug 2: CCC1=CC2CC(C3=C(CN(C2)C1)C4=CC=CC=C4N3)(C5=C(C=C6C(=C5)C78CCN9C7C(C=CC9)(C(C(C8N6C)(C(=O)OC)O)OC(=O)C)CC)OC)C(=O)OC.C(C(C(=O)O)O)(C(=O)O)O. Cell line: SNB-19. Synergy scores: CSS=60.0, Synergy_ZIP=21.2, Synergy_Bliss=19.5, Synergy_Loewe=-9.93, Synergy_HSA=20.3.